Dataset: Full USPTO retrosynthesis dataset with 1.9M reactions from patents (1976-2016). Task: Predict the reactants needed to synthesize the given product. (1) Given the product [CH2:34]([N:36]1[C:37](=[O:38])[NH:23][N:22]=[C:20]1[CH2:19][O:18][C:11]1[C:12]2[C:17](=[CH:16][CH:15]=[CH:14][CH:13]=2)[C:8]([NH:7][C:5](=[O:6])[C:4]2[CH:24]=[C:25]([N:27]3[CH2:32][CH2:31][CH:30]([CH3:33])[CH2:29][CH2:28]3)[CH:26]=[C:2]([F:1])[CH:3]=2)=[CH:9][CH:10]=1)[CH3:35], predict the reactants needed to synthesize it. The reactants are: [F:1][C:2]1[CH:3]=[C:4]([CH:24]=[C:25]([N:27]2[CH2:32][CH2:31][CH:30]([CH3:33])[CH2:29][CH2:28]2)[CH:26]=1)[C:5]([NH:7][C:8]1[C:17]2[C:12](=[CH:13][CH:14]=[CH:15][CH:16]=2)[C:11]([O:18][CH2:19][C:20]([NH:22][NH2:23])=O)=[CH:10][CH:9]=1)=[O:6].[CH2:34]([N:36]=[C:37]=[O:38])[CH3:35]. (2) Given the product [N+:25]([C:10]1[C:11]([NH:15][C:16]2[CH:21]=[CH:20][CH:19]=[C:18]([N+:22]([O-:24])=[O:23])[CH:17]=2)=[CH:12][CH:13]=[CH:14][C:9]=1[CH2:4][C:3]([OH:28])=[O:2])([O-:27])=[O:26], predict the reactants needed to synthesize it. The reactants are: C[O:2][C:3](=[O:28])[CH:4]([C:9]1[CH:14]=[CH:13][CH:12]=[C:11]([NH:15][C:16]2[CH:21]=[CH:20][CH:19]=[C:18]([N+:22]([O-:24])=[O:23])[CH:17]=2)[C:10]=1[N+:25]([O-:27])=[O:26])C(OC)=O. (3) Given the product [CH3:2][O:3][N:4]=[C:9]([C:11]1[CH:12]=[CH:13][C:14]([F:17])=[CH:15][CH:16]=1)[CH2:8][CH2:7][CH2:6][Cl:5], predict the reactants needed to synthesize it. The reactants are: Cl.[CH3:2][O:3][NH2:4].[Cl:5][CH2:6][CH2:7][CH2:8][C:9]([C:11]1[CH:16]=[CH:15][C:14]([F:17])=[CH:13][CH:12]=1)=O. (4) Given the product [NH2:11][C:10]1[CH:9]=[CH:8][C:5]([C:6]#[N:7])=[CH:4][C:3]=1[O:2][CH3:1], predict the reactants needed to synthesize it. The reactants are: [CH3:1][O:2][C:3]1[CH:4]=[C:5]([CH:8]=[CH:9][C:10]=1[N+:11]([O-])=O)[C:6]#[N:7].